From a dataset of Full USPTO retrosynthesis dataset with 1.9M reactions from patents (1976-2016). Predict the reactants needed to synthesize the given product. (1) Given the product [C:8]([C:4]1[CH:3]=[C:2]([N:13]2[CH2:14][CH2:15][O:11][C:12]2=[O:16])[CH:7]=[CH:6][CH:5]=1)(=[O:10])[CH3:9], predict the reactants needed to synthesize it. The reactants are: Br[C:2]1[CH:3]=[C:4]([C:8](=[O:10])[CH3:9])[CH:5]=[CH:6][CH:7]=1.[O:11]1[CH2:15][CH2:14][NH:13][C:12]1=[O:16]. (2) The reactants are: [CH3:1][C:2]1[CH:3]=[C:4]2[C:8](=[CH:9][CH:10]=1)[NH:7][C:6]1[CH2:11][CH:12]3[NH:17][CH:16]([C:5]2=1)[CH2:15][CH2:14][CH2:13]3.[CH3:18][C:19]1[CH:24]=[CH:23][CH:22]=[CH:21][C:20]=1[CH:25]=[CH2:26]. Given the product [CH3:1][C:2]1[CH:3]=[C:4]2[C:8](=[CH:9][CH:10]=1)[N:7]([CH2:26][CH2:25][C:20]1[CH:21]=[CH:22][CH:23]=[CH:24][C:19]=1[CH3:18])[C:6]1[CH2:11][C@H:12]3[NH:17][C@@H:16]([C:5]2=1)[CH2:15][CH2:14][CH2:13]3, predict the reactants needed to synthesize it. (3) Given the product [Cl:7][C:8]1[CH:9]=[C:10]([CH:36]=[CH:37][C:38]=1[O:39][CH3:40])[CH2:11][NH:12][C:13]1[C:22]2[CH2:21][NH:20][CH2:19][CH2:18][C:17]=2[N:16]=[C:15]2[CH:30]=[CH:31][C:32]([C:34]#[N:35])=[CH:33][C:14]=12, predict the reactants needed to synthesize it. The reactants are: CCOCC.Cl.[Cl:7][C:8]1[CH:9]=[C:10]([CH:36]=[CH:37][C:38]=1[O:39][CH3:40])[CH2:11][NH:12][C:13]1[C:22]2[CH2:21][N:20](C(OC(C)(C)C)=O)[CH2:19][CH2:18][C:17]=2[N:16]=[C:15]2[CH:30]=[CH:31][C:32]([C:34]#[N:35])=[CH:33][C:14]=12.C([O-])(O)=O.[Na+].C(Cl)Cl.CO. (4) Given the product [CH3:21][C@H:18]1[CH2:17][C@@H:16]([O:4][C:3](=[O:5])[C:2](=[O:1])[CH2:6][CH3:7])[C@H:15]([C:14]([CH3:24])([C:8]2[CH:9]=[CH:10][CH:11]=[CH:12][CH:13]=2)[CH3:23])[CH2:20][CH2:19]1, predict the reactants needed to synthesize it. The reactants are: [O:1]=[C:2]([CH2:6][CH3:7])[C:3]([OH:5])=[O:4].[C:8]1([C:14]([CH3:24])([CH3:23])[CH:15]2[CH2:20][CH2:19][CH:18]([CH3:21])[CH2:17][CH:16]2O)[CH:13]=[CH:12][CH:11]=[CH:10][CH:9]=1. (5) Given the product [CH3:1][C:2]1[CH:8]=[C:7]([N+:9]([O-:11])=[O:10])[CH:6]=[CH:5][C:3]=1[NH:4][C:13](=[O:12])[O:14][CH2:15][CH2:23][CH2:22][CH2:21][Cl:20], predict the reactants needed to synthesize it. The reactants are: [CH3:1][C:2]1[CH:8]=[C:7]([N+:9]([O-:11])=[O:10])[CH:6]=[CH:5][C:3]=1[NH2:4].[O:12]=[C:13](Cl)[O:14][C:15](Cl)(Cl)Cl.[Cl:20][CH2:21][CH2:22][CH2:23]CO. (6) Given the product [CH2:1]([CH:3]([C:6]1[N:11]2[N:12]=[C:13]([CH3:15])[C:14]([I:17])=[C:10]2[N:9]=[C:8]([CH3:16])[CH:7]=1)[CH2:4][CH3:5])[CH3:2], predict the reactants needed to synthesize it. The reactants are: [CH2:1]([CH:3]([C:6]1[N:11]2[N:12]=[C:13]([CH3:15])[CH:14]=[C:10]2[N:9]=[C:8]([CH3:16])[CH:7]=1)[CH2:4][CH3:5])[CH3:2].[I:17]N1C(=O)CCC1=O. (7) Given the product [C:20]([C:22]1[CH:27]=[CH:26][C:25]([C:2]2[CH:7]=[CH:6][CH:5]=[CH:4][C:3]=2[NH:8][C:9](=[O:19])[O:10][CH2:11][CH2:12][CH:13]2[CH2:17][CH2:16][CH2:15][N:14]2[CH3:18])=[CH:24][CH:23]=1)#[N:21], predict the reactants needed to synthesize it. The reactants are: I[C:2]1[CH:7]=[CH:6][CH:5]=[CH:4][C:3]=1[NH:8][C:9](=[O:19])[O:10][CH2:11][CH2:12][CH:13]1[CH2:17][CH2:16][CH2:15][N:14]1[CH3:18].[C:20]([C:22]1[CH:27]=[CH:26][C:25](B(O)O)=[CH:24][CH:23]=1)#[N:21].C(=O)([O-])[O-].[K+].[K+].